From a dataset of Full USPTO retrosynthesis dataset with 1.9M reactions from patents (1976-2016). Predict the reactants needed to synthesize the given product. (1) Given the product [OH:1][C:2]1[C:7]([C:8]([OH:10])=[O:9])=[CH:6][N:5]=[C:4]2[S:13][C:14]([I:16])=[CH:15][C:3]=12, predict the reactants needed to synthesize it. The reactants are: [OH:1][C:2]1[C:7]([C:8]([O:10]CC)=[O:9])=[CH:6][N:5]=[C:4]2[S:13][C:14]([I:16])=[CH:15][C:3]=12.O.Cl. (2) Given the product [Br:9][C:7]1[CH:8]=[CH:3][C:4]([C:10]2([OH:12])[CH2:7][CH2:8][CH2:3][CH2:4]2)=[N:5][CH:6]=1, predict the reactants needed to synthesize it. The reactants are: C([C:3]1[C:4]([C:10]([OH:12])=O)=[N:5][CH:6]=[C:7]([Br:9])[CH:8]=1)C. (3) Given the product [Br:9][C:4]1[CH:5]=[C:6]([N:16]([C:43]2[CH:44]=[CH:45][C:46]3[O:53][C:50]4[CH:51]=[CH:29][CH:17]=[CH:18][C:49]=4[C:47]=3[CH:48]=2)[C:10]2[CH:15]=[CH:14][CH:13]=[CH:12][CH:11]=2)[CH:7]=[C:2]([N:16]([C:17]2[CH:29]=[CH:28][C:20]3[O:21][C:22]4[CH:27]=[CH:26][CH:25]=[CH:24][C:23]=4[C:19]=3[CH:18]=2)[C:10]2[CH:15]=[CH:14][CH:13]=[CH:12][CH:11]=2)[CH:3]=1, predict the reactants needed to synthesize it. The reactants are: Br[C:2]1[CH:7]=[C:6](Br)[CH:5]=[C:4]([Br:9])[CH:3]=1.[C:10]1([NH:16][C:17]2[CH:29]=[CH:28][C:20]3[O:21][C:22]4[CH:27]=[CH:26][CH:25]=[CH:24][C:23]=4[C:19]=3[CH:18]=2)[CH:15]=[CH:14][CH:13]=[CH:12][CH:11]=1.[CH:43]1[CH:48]=[CH:47][C:46](P([C:43]2[CH:48]=[CH:47][CH:46]=[CH:45][CH:44]=2)[C:43]2[CH:48]=[CH:47][CH:46]=[CH:45][CH:44]=2)=[CH:45][CH:44]=1.[CH3:49][C:50]([O-:53])(C)[CH3:51].[Na+]. (4) Given the product [C:8]([C:5]1[CH:6]=[CH:7][C:2]([C:11]2[CH:16]=[CH:15][CH:14]=[CH:13][CH:12]=2)=[CH:3][CH:4]=1)(=[O:10])[CH3:9], predict the reactants needed to synthesize it. The reactants are: Br[C:2]1[CH:7]=[CH:6][C:5]([C:8](=[O:10])[CH3:9])=[CH:4][CH:3]=1.[C:11]1(B(O)O)[CH:16]=[CH:15][CH:14]=[CH:13][CH:12]=1.C(=O)([O-])[O-].[K+].[K+].[Cl-].[NH4+]. (5) Given the product [CH2:23]([O:22][C:19]1[C:20]([CH3:21])=[C:15]([CH:13]([P:6](=[O:5])([OH:12])[OH:7])[OH:14])[CH:16]=[N:17][C:18]=1[CH3:30])[C:24]1[CH:25]=[CH:26][CH:27]=[CH:28][CH:29]=1, predict the reactants needed to synthesize it. The reactants are: C([O:5][P:6]([CH:13]([C:15]1[CH:16]=[N:17][C:18]([CH3:30])=[C:19]([O:22][CH2:23][C:24]2[CH:29]=[CH:28][CH:27]=[CH:26][CH:25]=2)[C:20]=1[CH3:21])[OH:14])(=[O:12])[O:7]C(C)(C)C)(C)(C)C. (6) Given the product [NH2:8][C:7]1[C:2](/[CH:13]=[CH:12]/[C:11]([O:15][CH2:16][CH3:17])=[O:14])=[N:3][CH:4]=[C:5]([O:9][CH3:10])[CH:6]=1.[CH3:10][O:9][C:5]1[CH:6]=[C:7]2[C:2]([CH:13]=[CH:12][C:11](=[O:14])[NH:8]2)=[N:3][CH:4]=1, predict the reactants needed to synthesize it. The reactants are: Cl[C:2]1[C:7]([NH2:8])=[CH:6][C:5]([O:9][CH3:10])=[CH:4][N:3]=1.[C:11]([O:15][CH2:16][CH3:17])(=[O:14])[CH:12]=[CH2:13].